From a dataset of Drug-target binding data from BindingDB using Kd measurements. Regression. Given a target protein amino acid sequence and a drug SMILES string, predict the binding affinity score between them. We predict pKd (pKd = -log10(Kd in M); higher means stronger binding). Dataset: bindingdb_kd. The compound is Oc1ccc(-c2n[nH]c(=S)n2-c2cccc3ccccc23)c(O)c1. The target protein sequence is MPEETQTQDQPMEEEEVETFAFQAEIAQLMSLIINTFYSNKEIFLRELISNSSDALDKIRYESLTDPSKLDSGKELHINLIPNKQDRTLTIVDTGIGMTKADLINNLGTIAKSGTKAFMEALQAGADISMIGQFGVGFYSAYLVAEKVTVITKHNDDEQYAWESSAGGSFTVRTDTGEPMGRGTKVILHLKEDQTEYLEERRIKEIVKKHSQFIGYPITLFVEKERDKEVSDDEAE. The pKd is 7.6.